The task is: Predict the reaction yield, written as a fraction of the theoretical maximum amount of product (1.0 means a 100% yield; for example, 0.34 means a 34% yield).. This data is from Reaction yield outcomes from USPTO patents with 853,638 reactions. (1) The reactants are [CH3:1][O:2][C:3](=[O:12])[CH2:4][C:5]1[CH:6]=[N:7][C:8](Br)=[CH:9][CH:10]=1.[CH3:13][C:14]1[C:19](B2OC(C)(C)C(C)(C)O2)=[CH:18][CH:17]=[CH:16][N:15]=1.C([O-])([O-])=O.[Cs+].[Cs+]. The catalyst is C1(C)C=CC=CC=1.C1COCC1.O.C1C=CC(P(C2C=CC=CC=2)[C-]2C=CC=C2)=CC=1.C1C=CC(P(C2C=CC=CC=2)[C-]2C=CC=C2)=CC=1.Cl[Pd]Cl.[Fe+2]. The product is [CH3:1][O:2][C:3](=[O:12])[CH2:4][C:5]1[CH:10]=[CH:9][C:8]([C:19]2[C:14]([CH3:13])=[N:15][CH:16]=[CH:17][CH:18]=2)=[N:7][CH:6]=1. The yield is 0.760. (2) The reactants are [O:1]=[C:2]1[CH2:7][NH:6][CH2:5][CH2:4][NH:3]1.[CH:8]1C=N[C:11]2N(O)N=N[C:10]=2[CH:9]=1.CN(C(ON1N=NC2C=[CH:30][CH:31]=NC1=2)=[N+](C)C)C.F[P-](F)(F)(F)(F)F.C(N([CH:48]([CH3:50])C)CC)(C)C.[CH2:51]([O:58][C:59](=[O:84])[N:60]([CH2:70][CH:71]([OH:83])[CH:72]([NH2:82])[CH2:73][C:74]1[CH:79]=[C:78]([F:80])[CH:77]=[C:76]([F:81])[CH:75]=1)[CH2:61][C:62]1[CH:67]=[CH:66][C:65](CC)=[CH:64][CH:63]=1)[C:52]1[CH:57]=[CH:56][CH:55]=[CH:54][CH:53]=1.CN(C=[O:89])C. The catalyst is C(Cl)Cl.CO.CCCCCCC. The product is [CH2:51]([O:58][C:59](=[O:84])[N:60]([CH2:70][CH:71]([OH:83])[CH:72]([NH:82][C:30](=[O:89])[CH2:31][N:6]1[CH2:5][CH2:4][N:3]([CH2:11][CH2:10][CH2:9][CH3:8])[C:2](=[O:1])[CH2:7]1)[CH2:73][C:74]1[CH:75]=[C:76]([F:81])[CH:77]=[C:78]([F:80])[CH:79]=1)[CH2:61][C:62]1[CH:63]=[CH:64][CH:65]=[C:66]([CH2:48][CH3:50])[CH:67]=1)[C:52]1[CH:57]=[CH:56][CH:55]=[CH:54][CH:53]=1. The yield is 0.400. (3) The reactants are CCN(C(C)C)C(C)C.[C:10]1([C:16]2[CH:24]=[CH:23][C:19]([C:20](Cl)=[O:21])=[CH:18][CH:17]=2)[CH:15]=[CH:14][CH:13]=[CH:12][CH:11]=1.[CH2:25]([O:27][C:28](=[O:37])[C@@:29]([CH3:36])([C:32]([NH:34][CH3:35])=[O:33])[NH:30][CH3:31])[CH3:26].C(=O)([O-])O.[Na+]. The catalyst is C(Cl)(Cl)Cl. The product is [CH2:25]([O:27][C:28](=[O:37])[C:29]([N:30]([CH3:31])[C:20]([C:19]1[CH:23]=[CH:24][C:16]([C:10]2[CH:15]=[CH:14][CH:13]=[CH:12][CH:11]=2)=[CH:17][CH:18]=1)=[O:21])([CH3:36])[C:32]([NH:34][CH3:35])=[O:33])[CH3:26]. The yield is 0.660. (4) The reactants are [OH-].[Na+].O.[Br:4][C:5]1[CH:6]=[C:7]2[C:12](=[CH:13][CH:14]=1)[CH:11]=[C:10]([OH:15])[CH:9]=[CH:8]2.Cl.Cl[CH2:18][CH2:19][N:20]1[CH2:24][CH2:23][CH2:22][CH2:21]1. The catalyst is C1COCC1. The product is [Br:4][C:5]1[CH:6]=[C:7]2[C:12](=[CH:13][CH:14]=1)[CH:11]=[C:10]([O:15][CH2:18][CH2:19][N:20]1[CH2:24][CH2:23][CH2:22][CH2:21]1)[CH:9]=[CH:8]2. The yield is 0.920. (5) The catalyst is C(Cl)Cl. The yield is 0.650. The reactants are [F:1][C:2]1[CH:7]=[CH:6][C:5]([C:8]2[N:17]=[C:16]([O:18][CH:19]3[CH2:36][CH:35]4[N:21]([C:22](=[O:42])[N:23]([CH3:41])[CH2:24][CH2:25][CH2:26][CH2:27][CH:28]=[CH:29][CH:30]5[C:32]([C:38](O)=[O:39])([NH:33][C:34]4=[O:37])[CH2:31]5)[CH2:20]3)[C:15]3[C:10](=[C:11]([CH3:45])[C:12]([O:43][CH3:44])=[CH:13][CH:14]=3)[N:9]=2)=[CH:4][CH:3]=1.C(Cl)CCl.[CH:50]1([S:53]([NH2:56])(=[O:55])=[O:54])[CH2:52][CH2:51]1.C1CCN2C(=NCCC2)CC1.C(O)(=O)CC(CC(O)=O)(C(O)=O)O. The product is [F:1][C:2]1[CH:7]=[CH:6][C:5]([C:8]2[N:17]=[C:16]([O:18][CH:19]3[CH2:36][CH:35]4[N:21]([C:22](=[O:42])[N:23]([CH3:41])[CH2:24][CH2:25][CH2:26][CH2:27][CH:28]=[CH:29][CH:30]5[C:32]([C:38]([NH:56][S:53]([CH:50]6[CH2:52][CH2:51]6)(=[O:55])=[O:54])=[O:39])([NH:33][C:34]4=[O:37])[CH2:31]5)[CH2:20]3)[C:15]3[C:10](=[C:11]([CH3:45])[C:12]([O:43][CH3:44])=[CH:13][CH:14]=3)[N:9]=2)=[CH:4][CH:3]=1. (6) The reactants are [NH:1]1[C:9]2[C:4](=[CH:5][CH:6]=[CH:7][C:8]=2[C:10]([OH:12])=O)[CH:3]=[CH:2]1.CN(C(ON1N=NC2C=CC=CC1=2)=[N+](C)C)C.[B-](F)(F)(F)F.C(N(CC)C(C)C)(C)C.[CH2:44]([NH:48][CH2:49][C:50]1[CH:55]=[CH:54][C:53]([C:56]([CH3:59])([CH3:58])[CH3:57])=[CH:52][CH:51]=1)[CH2:45][CH2:46][CH3:47]. The catalyst is CN(C=O)C.O. The product is [CH2:44]([N:48]([CH2:49][C:50]1[CH:55]=[CH:54][C:53]([C:56]([CH3:57])([CH3:59])[CH3:58])=[CH:52][CH:51]=1)[C:10]([C:8]1[CH:7]=[CH:6][CH:5]=[C:4]2[C:9]=1[NH:1][CH:2]=[CH:3]2)=[O:12])[CH2:45][CH2:46][CH3:47]. The yield is 0.820. (7) The reactants are Br[C:2]1[C:3]([C:7]2[CH:8]=[N:9][CH:10]=[CH:11][CH:12]=2)=[N:4][O:5][CH:6]=1.[C:13]([Si](C)(C)C)#[C:14][CH2:15][CH2:16][CH2:17][CH2:18][CH3:19].CC([O-])=O.[K+].CCCC[N+](CCCC)(CCCC)CCCC.[F-]. The catalyst is C(OCC)(=O)C.CC([O-])=O.CC([O-])=O.[Pd+2].CN(C=O)C. The product is [C:13]([C:2]1[C:3]([C:7]2[CH:8]=[N:9][CH:10]=[CH:11][CH:12]=2)=[N:4][O:5][CH:6]=1)#[C:14][CH2:15][CH2:16][CH2:17][CH2:18][CH3:19]. The yield is 0.300. (8) The reactants are FC(F)(F)C(O)=O.[CH3:8][N:9]1[C:17]2[C:12](=[N:13][C:14]([C@@H:24]([NH2:26])[CH3:25])=[C:15]([C:18]3[N:22]([CH3:23])[N:21]=[CH:20][CH:19]=3)[CH:16]=2)[CH:11]=[CH:10]1.[Cl:27][C:28]1[N:33]=[C:32](Cl)[C:31]([C:35]#[N:36])=[CH:30][N:29]=1.C(N(C(C)C)C(C)C)C. The catalyst is C(#N)C. The product is [Cl:27][C:28]1[N:33]=[C:32]([NH:26][C@H:24]([C:14]2[N:13]=[C:12]3[CH:11]=[CH:10][N:9]([CH3:8])[C:17]3=[CH:16][C:15]=2[C:18]2[N:22]([CH3:23])[N:21]=[CH:20][CH:19]=2)[CH3:25])[C:31]([C:35]#[N:36])=[CH:30][N:29]=1. The yield is 0.280.